From a dataset of Retrosynthesis with 50K atom-mapped reactions and 10 reaction types from USPTO. Predict the reactants needed to synthesize the given product. (1) Given the product COC(=O)C1Cc2cc(Nc3ncc(F)c(Nc4cc5c(F)c(F)c4OCO5)n3)ccc2O1, predict the reactants needed to synthesize it. The reactants are: COC(=O)C1Cc2cc(N)ccc2O1.Fc1cnc(Cl)nc1Nc1cc2c(F)c(F)c1OCO2. (2) Given the product COC(=O)c1ccc(C(C)(C)C)cc1OCCCNC(=O)OC(C)(C)C, predict the reactants needed to synthesize it. The reactants are: CC(C)(C)OC(=O)NCCCBr.COC(=O)c1ccc(C(C)(C)C)cc1O.